Dataset: Forward reaction prediction with 1.9M reactions from USPTO patents (1976-2016). Task: Predict the product of the given reaction. (1) Given the reactants Cl.C[O:3][C:4]1[CH:5]=[C:6]([S:10][C:11]2[CH:12]=[C:13]([O:24][C:25]3[CH:30]=[CH:29][CH:28]=[CH:27][CH:26]=3)[C:14]([NH:17][C:18]3[S:19][CH:20]=[C:21]([CH3:23])[N:22]=3)=[N:15][CH:16]=2)[CH:7]=[CH:8][CH:9]=1.BrB(Br)Br.C(=O)(O)[O-].[Na+], predict the reaction product. The product is: [CH3:23][C:21]1[N:22]=[C:18]([NH:17][C:14]2[N:15]=[CH:16][C:11]([S:10][C:6]3[CH:5]=[C:4]([OH:3])[CH:9]=[CH:8][CH:7]=3)=[CH:12][C:13]=2[O:24][C:25]2[CH:30]=[CH:29][CH:28]=[CH:27][CH:26]=2)[S:19][CH:20]=1. (2) Given the reactants CCN(CC)CC.[CH3:8][S:9]([C:12]1[CH:17]=[CH:16][C:15]([CH:18]([CH2:22][CH:23]2[CH2:28][CH2:27][O:26][CH2:25][CH2:24]2)[C:19]([OH:21])=[O:20])=[CH:14][CH:13]=1)(=[O:11])=[O:10].C(Cl)(=O)C(C)(C)C.[Li]CCCC.C([C@@H]1COC(=O)N1)C1C=CC=CC=1.C([C@@H]1COC(=O)N1C(=O)[C@@H](C1C=CC(S(C)(=O)=O)=CC=1)CC1CCOCC1)C1C=CC=CC=1.C([C@@H]1COC(=O)N1C(=O)[C@H](C1C=CC(S(C)(=O)=O)=CC=1)CC1CCOCC1)C1C=CC=CC=1.[Li+].[OH-].OO, predict the reaction product. The product is: [CH3:8][S:9]([C:12]1[CH:13]=[CH:14][C:15]([C@@H:18]([CH2:22][CH:23]2[CH2:28][CH2:27][O:26][CH2:25][CH2:24]2)[C:19]([OH:21])=[O:20])=[CH:16][CH:17]=1)(=[O:11])=[O:10]. (3) Given the reactants [C:1]([O:5][C:6](=[O:21])[NH:7][CH2:8][CH2:9][N:10]1[C:14](I)=[C:13]([I:16])[N:12]=[C:11]1[CH2:17][CH:18]1[CH2:20][CH2:19]1)([CH3:4])([CH3:3])[CH3:2], predict the reaction product. The product is: [C:1]([O:5][C:6](=[O:21])[NH:7][CH2:8][CH2:9][N:10]1[CH:14]=[C:13]([I:16])[N:12]=[C:11]1[CH2:17][CH:18]1[CH2:19][CH2:20]1)([CH3:4])([CH3:2])[CH3:3]. (4) Given the reactants C(OC([NH:11][C@:12]1([C:34]([O:36][CH3:37])=[O:35])[CH2:16][CH2:15][C@@H:14]([C:17]2[CH:22]=[CH:21][C:20]([CH2:23][CH2:24][O:25][C:26]3[CH:31]=[CH:30][CH:29]=[C:28]([O:32][CH3:33])[CH:27]=3)=[CH:19][CH:18]=2)[CH2:13]1)=O)C1C=CC=CC=1, predict the reaction product. The product is: [NH2:11][C@:12]1([C:34]([O:36][CH3:37])=[O:35])[CH2:16][CH2:15][C@@H:14]([C:17]2[CH:18]=[CH:19][C:20]([CH2:23][CH2:24][O:25][C:26]3[CH:31]=[CH:30][CH:29]=[C:28]([O:32][CH3:33])[CH:27]=3)=[CH:21][CH:22]=2)[CH2:13]1. (5) Given the reactants [CH:1]([C:3]1[S:7][C:6]([C:8]([O:10][CH3:11])=[O:9])=[CH:5][CH:4]=1)=[O:2].[BH4-].[Na+].[NH4+].[Cl-], predict the reaction product. The product is: [OH:2][CH2:1][C:3]1[S:7][C:6]([C:8]([O:10][CH3:11])=[O:9])=[CH:5][CH:4]=1. (6) Given the reactants Cl.Cl.[Br:3][C:4]1[C:5]([NH:17][CH3:18])=[C:6]([C:14]([NH2:16])=[O:15])[S:7][C:8]=1[C:9]1[CH:10]=[N:11][NH:12][CH:13]=1.C([O-])(O)=O.[Na+].[C:24]1(=O)[CH2:29][CH2:28][CH2:27][CH2:26][CH2:25]1.CC1C=CC(S(O)(=O)=O)=CC=1.[O-]S([O-])(=O)=O.[Mg+2], predict the reaction product. The product is: [Br:3][C:4]1[C:5]2[N:17]([CH3:18])[C:24]3([CH2:29][CH2:28][CH2:27][CH2:26][CH2:25]3)[NH:16][C:14](=[O:15])[C:6]=2[S:7][C:8]=1[C:9]1[CH:10]=[N:11][NH:12][CH:13]=1. (7) Given the reactants [CH3:1][O:2][C:3](=[O:15])[C:4]1[CH:9]=[CH:8][C:7]([C:10]([F:13])([F:12])[CH3:11])=[CH:6][C:5]=1[NH2:14].[I:16]I, predict the reaction product. The product is: [CH3:1][O:2][C:3](=[O:15])[C:4]1[CH:9]=[C:8]([I:16])[C:7]([C:10]([F:12])([F:13])[CH3:11])=[CH:6][C:5]=1[NH2:14]. (8) Given the reactants [Cl:1][C:2]1[CH:10]=[C:9]([F:11])[CH:8]=[CH:7][C:3]=1[C:4]([OH:6])=O.[CH:12]1([CH2:15][CH:16]([C:19]2[CH:20]=[N:21][C:22]([C:25]([F:28])([F:27])[F:26])=[CH:23][CH:24]=2)[CH2:17][NH2:18])[CH2:14][CH2:13]1, predict the reaction product. The product is: [Cl:1][C:2]1[CH:10]=[C:9]([F:11])[CH:8]=[CH:7][C:3]=1[C:4]([NH:18][CH2:17][CH:16]([C:19]1[CH:20]=[N:21][C:22]([C:25]([F:28])([F:26])[F:27])=[CH:23][CH:24]=1)[CH2:15][CH:12]1[CH2:13][CH2:14]1)=[O:6].